Dataset: Full USPTO retrosynthesis dataset with 1.9M reactions from patents (1976-2016). Task: Predict the reactants needed to synthesize the given product. (1) Given the product [N:10]1[CH:9]=[CH:8][N:6]2[C:5]=1[CH:4]=[CH:3][C:2]([O:11][C:12]1[CH:13]=[C:14]([CH:19]=[CH:20][CH:21]=1)[C:15]([O:17][CH3:18])=[O:16])=[N:7]2, predict the reactants needed to synthesize it. The reactants are: Cl[C:2]1[CH:3]=[CH:4][C:5]2[N:6]([CH:8]=[CH:9][N:10]=2)[N:7]=1.[OH:11][C:12]1[CH:13]=[C:14]([CH:19]=[CH:20][CH:21]=1)[C:15]([O:17][CH3:18])=[O:16].C(=O)([O-])[O-].[K+].[K+].CN1CCCC1=O. (2) Given the product [Cl:22][C:23]1[CH:28]=[C:27]([Cl:29])[CH:26]=[CH:25][C:24]=1[O:19][C@H:13]([C@H:10]1[CH2:11][CH2:12][NH:8][CH2:9]1)[CH2:14][O:15][CH:16]([CH3:17])[CH3:18], predict the reactants needed to synthesize it. The reactants are: C(OC([N:8]1[CH2:12][CH2:11][C@H:10]([C@@H:13]([OH:19])[CH2:14][O:15][CH:16]([CH3:18])[CH3:17])[CH2:9]1)=O)(C)(C)C.[H-].[Na+].[Cl:22][C:23]1[CH:28]=[C:27]([Cl:29])[CH:26]=[CH:25][C:24]=1F.CCO. (3) Given the product [N:1]1[CH:6]=[CH:5][CH:4]=[CH:3][C:2]=1[CH:7]([C:9]1([C:17]2[CH:22]=[C:21]([C:23]([F:25])([F:26])[F:24])[CH:20]=[CH:19][N:18]=2)[CH2:12][C:11]2([O:13][CH2:14][CH2:15][O:16]2)[CH2:10]1)[OH:8], predict the reactants needed to synthesize it. The reactants are: [N:1]1[CH:6]=[CH:5][CH:4]=[CH:3][C:2]=1[C:7]([C:9]1([C:17]2[CH:22]=[C:21]([C:23]([F:26])([F:25])[F:24])[CH:20]=[CH:19][N:18]=2)[CH2:12][C:11]2([O:16][CH2:15][CH2:14][O:13]2)[CH2:10]1)=[O:8].[BH4-].[Na+].O.